Dataset: Retrosynthesis with 50K atom-mapped reactions and 10 reaction types from USPTO. Task: Predict the reactants needed to synthesize the given product. The reactants are: CC(C)(C)OC(=O)N1CCNCC1.O=C(CCl)OC(=O)CCl. Given the product CC(C)(C)OC(=O)N1CCN(C(=O)CCl)CC1, predict the reactants needed to synthesize it.